This data is from Forward reaction prediction with 1.9M reactions from USPTO patents (1976-2016). The task is: Predict the product of the given reaction. (1) Given the reactants [Cl:1][C:2]1[CH:3]=[C:4]([NH:9][C:10]2[N:15]=[C:14]([N:16]3[C:20]([CH3:21])=[CH:19][C:18]([CH3:22])=[N:17]3)[C:13]([C:23]3[CH:24]=[C:25]([C:29]([O:31]CC)=[O:30])[CH:26]=[N:27][CH:28]=3)=[CH:12][N:11]=2)[CH:5]=[CH:6][C:7]=1[F:8].[OH-].[Ba+2].[OH-].Cl, predict the reaction product. The product is: [Cl:1][C:2]1[CH:3]=[C:4]([NH:9][C:10]2[N:15]=[C:14]([N:16]3[C:20]([CH3:21])=[CH:19][C:18]([CH3:22])=[N:17]3)[C:13]([C:23]3[CH:24]=[C:25]([C:29]([OH:31])=[O:30])[CH:26]=[N:27][CH:28]=3)=[CH:12][N:11]=2)[CH:5]=[CH:6][C:7]=1[F:8]. (2) Given the reactants [Br:1][C:2]1[C:7](=[O:8])[NH:6][CH:5]=[C:4]([C:9]([OH:11])=O)[CH:3]=1.N1C=CC=CC=1.S(Cl)(Cl)=O.[F:22][C:23]1[CH:24]=[C:25]([CH:27]=[C:28]([F:31])[C:29]=1[F:30])[NH2:26], predict the reaction product. The product is: [Br:1][C:2]1[C:7](=[O:8])[NH:6][CH:5]=[C:4]([C:9]([NH:26][C:25]2[CH:24]=[C:23]([F:22])[C:29]([F:30])=[C:28]([F:31])[CH:27]=2)=[O:11])[CH:3]=1. (3) Given the reactants [Cl:1][C:2]1[N:7]=[C:6]([CH3:8])[C:5](F)=[CH:4][N:3]=1.[Cl:10]C1N=C(Cl)C(F)=CN=1, predict the reaction product. The product is: [Cl:1][C:2]1[N:7]=[C:6]([CH3:8])[C:5]([Cl:10])=[CH:4][N:3]=1. (4) The product is: [Br:1][C:2]1[C:3]([N:32]2[CH2:33][CH2:34][C:29]([CH3:35])([CH3:28])[CH2:30][CH2:31]2)=[C:4]([C:10](=[O:17])[C:11]([O:13][CH:14]([CH3:16])[CH3:15])=[O:12])[C:5]([CH3:9])=[N:6][C:7]=1[CH3:8]. Given the reactants [Br:1][C:2]1[C:3](Cl)=[C:4]([C:10](=[O:17])[C:11]([O:13][CH:14]([CH3:16])[CH3:15])=[O:12])[C:5]([CH3:9])=[N:6][C:7]=1[CH3:8].CCN(C(C)C)C(C)C.[CH3:28][C:29]1([CH3:35])[CH2:34][CH2:33][NH:32][CH2:31][CH2:30]1, predict the reaction product. (5) Given the reactants [CH3:1][O:2][C:3]1[CH:4]=[C:5]([CH:21]=[CH:22][C:23]=1[O:24][CH3:25])[CH2:6][CH:7]1[C:16]2[C:11](=[C:12]([O:19][CH3:20])[CH:13]=[CH:14][C:15]=2[O:17][CH3:18])[CH2:10][CH2:9][NH:8]1.Br[CH2:27][C:28](Br)=[O:29].[NH2:31][CH2:32][C:33]1[NH:34][C:35]2[CH:41]=[CH:40][CH:39]=[CH:38][C:36]=2[N:37]=1, predict the reaction product. The product is: [CH3:1][O:2][C:3]1[CH:4]=[C:5]([CH:21]=[CH:22][C:23]=1[O:24][CH3:25])[CH2:6][CH:7]1[C:16]2[C:11](=[C:12]([O:19][CH3:20])[CH:13]=[CH:14][C:15]=2[O:17][CH3:18])[CH2:10][CH2:9][N:8]1[CH2:27][C:28]([NH:31][CH2:32][C:33]1[NH:34][C:35]2[CH:41]=[CH:40][CH:39]=[CH:38][C:36]=2[N:37]=1)=[O:29]. (6) Given the reactants [Si:1]([O:8][C@@H:9]1[C@@H:13]([CH2:14][O:15][Si](C(C)(C)C)(C)C)[O:12][C@@H:11]([N:23]2[C:27]3[N:28]=[C:29]([NH:41][C:42](=[O:49])[C:43]4[CH:48]=[CH:47][CH:46]=[CH:45][CH:44]=4)[N:30]=[C:31]([NH:32][C:33](=[O:40])[C:34]4[CH:39]=[CH:38][CH:37]=[CH:36][CH:35]=4)[C:26]=3[CH:25]=[CH:24]2)[CH2:10]1)([C:4]([CH3:7])([CH3:6])[CH3:5])([CH3:3])[CH3:2].C(O)(C(F)(F)F)=O, predict the reaction product. The product is: [Si:1]([O:8][C@@H:9]1[C@@H:13]([CH2:14][OH:15])[O:12][C@@H:11]([N:23]2[C:27]3[N:28]=[C:29]([NH:41][C:42](=[O:49])[C:43]4[CH:48]=[CH:47][CH:46]=[CH:45][CH:44]=4)[N:30]=[C:31]([NH:32][C:33](=[O:40])[C:34]4[CH:35]=[CH:36][CH:37]=[CH:38][CH:39]=4)[C:26]=3[CH:25]=[CH:24]2)[CH2:10]1)([C:4]([CH3:5])([CH3:6])[CH3:7])([CH3:2])[CH3:3]. (7) Given the reactants [CH3:1][C:2]1[C:6]([CH3:7])=[C:5]([C:8]([OH:10])=O)[NH:4][N:3]=1.C(N(CC)C(C)C)(C)C.Cl.[C:21]1([S:27]([N:30]2[C:34]3=[N:35][CH:36]=[C:37]([NH2:39])[CH:38]=[C:33]3[CH:32]=[C:31]2[I:40])(=[O:29])=[O:28])[CH:26]=[CH:25][CH:24]=[CH:23][CH:22]=1, predict the reaction product. The product is: [C:21]1([S:27]([N:30]2[C:34]3=[N:35][CH:36]=[C:37]([NH:39][C:8]([C:5]4[C:6]([CH3:7])=[C:2]([CH3:1])[NH:3][N:4]=4)=[O:10])[CH:38]=[C:33]3[CH:32]=[C:31]2[I:40])(=[O:28])=[O:29])[CH:22]=[CH:23][CH:24]=[CH:25][CH:26]=1.